Dataset: Reaction yield outcomes from USPTO patents with 853,638 reactions. Task: Predict the reaction yield, written as a fraction of the theoretical maximum amount of product (1.0 means a 100% yield; for example, 0.34 means a 34% yield). (1) The reactants are [CH3:1][CH2:2][C:3]1[CH:8]=[CH:7][C:6]([N:9]2[C:14](=[O:15])[C:13]3[S:16][C:17]4[C:22]([C:12]=3[N:11]=[CH:10]2)=[C:21]([N:23](C)[CH3:24])[CH:20]=[CH:19][N:18]=4)=[CH:5][CH:4]=1.OO.C([O-])(O)=O.[Na+]. The catalyst is C(O)=O. The product is [CH2:2]([C:3]1[CH:4]=[CH:5][C:6]([N:9]2[C:14](=[O:15])[C:13]3[S:16][C:17]4[N:18]=[CH:19][CH:20]=[C:21]([NH:23][CH3:24])[C:22]=4[C:12]=3[N:11]=[CH:10]2)=[CH:7][CH:8]=1)[CH3:1]. The yield is 0.700. (2) The reactants are [F:1][C:2]1[CH:9]=[C:8]([OH:10])[CH:7]=[C:6]([F:11])[C:3]=1[CH:4]=[O:5].C([O-])([O-])=O.[K+].[K+].Br[CH2:19][CH2:20][CH2:21][O:22][Si:23]([C:26]([CH3:29])([CH3:28])[CH3:27])([CH3:25])[CH3:24]. The catalyst is CN(C=O)C. The product is [Si:23]([O:22][CH2:21][CH2:20][CH2:19][O:10][C:8]1[CH:9]=[C:2]([F:1])[C:3]([CH:4]=[O:5])=[C:6]([F:11])[CH:7]=1)([C:26]([CH3:27])([CH3:28])[CH3:29])([CH3:25])[CH3:24]. The yield is 0.960. (3) The reactants are [CH3:1][O:2][C:3]1[CH:8]=[C:7](/[CH:9]=[CH:10]/[C:11]2[CH:16]=[CH:15][CH:14]=[CH:13][CH:12]=2)[CH:6]=[CH:5][N:4]=1. The yield is 0.980. The product is [CH3:1][O:2][C:3]1[CH:8]=[C:7]([CH2:9][CH2:10][C:11]2[CH:16]=[CH:15][CH:14]=[CH:13][CH:12]=2)[CH:6]=[CH:5][N:4]=1. The catalyst is CO. (4) The reactants are [C:1](Cl)(=[O:5])[C:2]([Cl:4])=[O:3].[CH3:7][N:8]1[CH:12]=[C:11]([C:13]2[CH:18]=[CH:17][CH:16]=[CH:15][CH:14]=2)[CH:10]=[C:9]1[CH3:19]. The catalyst is ClCCl. The product is [CH3:7][N:8]1[C:9]([CH3:19])=[CH:10][C:11]([C:13]2[CH:18]=[CH:17][CH:16]=[CH:15][CH:14]=2)=[C:12]1[C:1](=[O:5])[C:2]([Cl:4])=[O:3]. The yield is 0.990. (5) The reactants are [OH:1][C:2]1[CH:3]=[C:4]([C:8]([F:11])([F:10])[F:9])[CH:5]=[CH:6][CH:7]=1.F[C:13]1[CH:18]=[CH:17][CH:16]=[CH:15][C:14]=1[N+:19]([O-:21])=[O:20].[F:22][C:23]([F:39])([F:38])[C:24]1[CH:25]=[C:26]([CH:35]=[CH:36][CH:37]=1)[O:27][C:28]1[CH:34]=[CH:33][CH:32]=[CH:31][C:29]=1[NH2:30].[NH2:40][C:41]1[S:42][CH:43]=[CH:44][N:45]=1. No catalyst specified. The product is [F:11][C:8]([F:9])([F:10])[C:4]1[CH:3]=[C:2]([CH:7]=[CH:6][CH:5]=1)[O:1][C:13]1[CH:18]=[CH:17][CH:16]=[CH:15][C:14]=1[N+:19]([O-:21])=[O:20].[F:22][C:23]([F:38])([F:39])[C:24]1[CH:25]=[C:26]([CH:35]=[CH:36][CH:37]=1)[O:27][C:28]1[CH:34]=[CH:33][CH:32]=[CH:31][C:29]=1[NH:30][C:2]([NH:40][C:41]1[S:42][CH:43]=[CH:44][N:45]=1)=[O:1]. The yield is 0.650. (6) The reactants are Br[C:2]1[CH:11]=[C:10]2[C:5]([C:6]([Cl:12])=[CH:7][CH:8]=[N:9]2)=[CH:4][CH:3]=1.CCN(C(C)C)C(C)C.[CH2:22]([SH:29])[C:23]1[CH:28]=[CH:27][CH:26]=[CH:25][CH:24]=1.O. The catalyst is O1CCOCC1.[Pd].[Pd].C(=CC(C=CC1C=CC=CC=1)=O)C1C=CC=CC=1.C(=CC(C=CC1C=CC=CC=1)=O)C1C=CC=CC=1.C(=CC(C=CC1C=CC=CC=1)=O)C1C=CC=CC=1.CC1(C)C2C(=C(P(C3C=CC=CC=3)C3C=CC=CC=3)C=CC=2)OC2C(P(C3C=CC=CC=3)C3C=CC=CC=3)=CC=CC1=2. The product is [CH2:22]([S:29][C:2]1[CH:11]=[C:10]2[C:5]([C:6]([Cl:12])=[CH:7][CH:8]=[N:9]2)=[CH:4][CH:3]=1)[C:23]1[CH:28]=[CH:27][CH:26]=[CH:25][CH:24]=1. The yield is 0.850. (7) The reactants are Cl[C:2]1[CH:11]=[CH:10][C:5]([C:6]([O:8][CH3:9])=[O:7])=[C:4]([N+:12]([O-:14])=[O:13])[CH:3]=1.[C:15]1(B(O)O)[CH:20]=[CH:19][CH:18]=[CH:17][CH:16]=1.[F-].[Cs+].O. The catalyst is C(OCC)(=O)C.C1CCC(P(C2CCCCC2)C2CCCCC2)CC1.C1CCC(P(C2CCCCC2)C2CCCCC2)CC1.Cl[Pd]Cl.CCCCCC.C(OCC)(=O)C.C(#N)C. The product is [N+:12]([C:4]1[CH:3]=[C:2]([C:15]2[CH:20]=[CH:19][CH:18]=[CH:17][CH:16]=2)[CH:11]=[CH:10][C:5]=1[C:6]([O:8][CH3:9])=[O:7])([O-:14])=[O:13]. The yield is 0.830.